This data is from NCI-60 drug combinations with 297,098 pairs across 59 cell lines. The task is: Regression. Given two drug SMILES strings and cell line genomic features, predict the synergy score measuring deviation from expected non-interaction effect. (1) Drug 1: C1CN1P(=S)(N2CC2)N3CC3. Drug 2: CCC(=C(C1=CC=CC=C1)C2=CC=C(C=C2)OCCN(C)C)C3=CC=CC=C3.C(C(=O)O)C(CC(=O)O)(C(=O)O)O. Cell line: SW-620. Synergy scores: CSS=12.3, Synergy_ZIP=-3.11, Synergy_Bliss=0.259, Synergy_Loewe=-3.30, Synergy_HSA=-0.156. (2) Drug 1: CN(C)C1=NC(=NC(=N1)N(C)C)N(C)C. Drug 2: CC1CCC2CC(C(=CC=CC=CC(CC(C(=O)C(C(C(=CC(C(=O)CC(OC(=O)C3CCCCN3C(=O)C(=O)C1(O2)O)C(C)CC4CCC(C(C4)OC)O)C)C)O)OC)C)C)C)OC. Cell line: OVCAR-8. Synergy scores: CSS=17.2, Synergy_ZIP=1.48, Synergy_Bliss=-0.0750, Synergy_Loewe=-21.3, Synergy_HSA=-4.30. (3) Drug 1: CN(C(=O)NC(C=O)C(C(C(CO)O)O)O)N=O. Drug 2: CC(C)NC(=O)C1=CC=C(C=C1)CNNC.Cl. Cell line: MOLT-4. Synergy scores: CSS=3.22, Synergy_ZIP=-1.67, Synergy_Bliss=-0.825, Synergy_Loewe=2.40, Synergy_HSA=0.335.